Dataset: Experimentally validated miRNA-target interactions with 360,000+ pairs, plus equal number of negative samples. Task: Binary Classification. Given a miRNA mature sequence and a target amino acid sequence, predict their likelihood of interaction. (1) The miRNA is ath-miR408-3p with sequence AUGCACUGCCUCUUCCCUGGC. The protein sequence of the target gene is MTTVHTFSILLFFCSLFSASLIIAKVQHHDFVIQETPVKRLCKTRNAITVNGMFPGPTLEVNNGDTLEVKVHNRARYNITIHWHGVRQIRTGWADGPEFVTQCPIRPGKSYTYRFTIQGQEGTLWWHAHSSWLRATVYGALIIHPTPGSSFPFPKPDRQTALMLGEWWNANPVDVINQATRTGAAPNISDAYTINGQPGDLYNCSTKETVVVPINSGETSLLRVINAALNQPLFFTVANHKLTVVGADASYLKPFTTKVLMLGPGQTTDVLLTADQPPKRYYIAARAYQSAQNAPFDNTT.... Result: 1 (interaction). (2) The miRNA is hsa-miR-1914-5p with sequence CCCUGUGCCCGGCCCACUUCUG. The protein sequence of the target gene is MNTDSGGCARKRAAMSVTLTSVKRVQSSPNLLAAGRESQSPDSAWRSYNDRNPETLNGDATYSSLAAKGFRSVRPNLQDKRSPTQSQITINGNSGGAVSPVSYYQRPFSPSAYSLPASLNSSIIMQHGRSLDSAETYSQHAQSLDGTMGSSIPLYRSSEEEKRVTVIKAPHYPGIGPVDESGIPTAIRTTVDRPKDWYKTMFKQIHMVHKPGLYNSPYSAQSHPAAKTQTYRPLSKSHSDNGTDAFKEVPSPVPPPHVPPRPRDQSSTLKHDWDPPDRKVDTRKFRSEPRSIFEYEPGKS.... Result: 0 (no interaction).